From a dataset of NCI-60 drug combinations with 297,098 pairs across 59 cell lines. Regression. Given two drug SMILES strings and cell line genomic features, predict the synergy score measuring deviation from expected non-interaction effect. (1) Drug 1: CC1=CC=C(C=C1)C2=CC(=NN2C3=CC=C(C=C3)S(=O)(=O)N)C(F)(F)F. Drug 2: C1=CN(C(=O)N=C1N)C2C(C(C(O2)CO)O)O.Cl. Cell line: A498. Synergy scores: CSS=27.9, Synergy_ZIP=-9.96, Synergy_Bliss=-2.68, Synergy_Loewe=-10.4, Synergy_HSA=-1.25. (2) Drug 1: CN1C(=O)N2C=NC(=C2N=N1)C(=O)N. Drug 2: C1CNP(=O)(OC1)N(CCCl)CCCl. Cell line: M14. Synergy scores: CSS=-1.19, Synergy_ZIP=1.03, Synergy_Bliss=-0.979, Synergy_Loewe=-0.301, Synergy_HSA=-3.34. (3) Drug 1: CCC1(C2=C(COC1=O)C(=O)N3CC4=CC5=C(C=CC(=C5CN(C)C)O)N=C4C3=C2)O.Cl. Drug 2: COCCOC1=C(C=C2C(=C1)C(=NC=N2)NC3=CC=CC(=C3)C#C)OCCOC.Cl. Cell line: MOLT-4. Synergy scores: CSS=60.1, Synergy_ZIP=0.678, Synergy_Bliss=0.612, Synergy_Loewe=-31.7, Synergy_HSA=0.210. (4) Drug 1: C1=C(C(=O)NC(=O)N1)N(CCCl)CCCl. Drug 2: COC1=NC(=NC2=C1N=CN2C3C(C(C(O3)CO)O)O)N. Cell line: MDA-MB-435. Synergy scores: CSS=-0.670, Synergy_ZIP=6.09, Synergy_Bliss=7.61, Synergy_Loewe=2.79, Synergy_HSA=3.37. (5) Drug 1: CC(C)NC(=O)C1=CC=C(C=C1)CNNC.Cl. Drug 2: CC1=C(C(=O)C2=C(C1=O)N3CC4C(C3(C2COC(=O)N)OC)N4)N. Cell line: MDA-MB-435. Synergy scores: CSS=2.17, Synergy_ZIP=-4.78, Synergy_Bliss=-8.50, Synergy_Loewe=-23.0, Synergy_HSA=-10.1. (6) Drug 1: C1CCN(CC1)CCOC2=CC=C(C=C2)C(=O)C3=C(SC4=C3C=CC(=C4)O)C5=CC=C(C=C5)O. Drug 2: CC1C(C(CC(O1)OC2CC(OC(C2O)C)OC3=CC4=CC5=C(C(=O)C(C(C5)C(C(=O)C(C(C)O)O)OC)OC6CC(C(C(O6)C)O)OC7CC(C(C(O7)C)O)OC8CC(C(C(O8)C)O)(C)O)C(=C4C(=C3C)O)O)O)O. Cell line: HOP-62. Synergy scores: CSS=19.2, Synergy_ZIP=6.36, Synergy_Bliss=13.6, Synergy_Loewe=8.15, Synergy_HSA=9.84. (7) Drug 1: CS(=O)(=O)C1=CC(=C(C=C1)C(=O)NC2=CC(=C(C=C2)Cl)C3=CC=CC=N3)Cl. Drug 2: CC(C)CN1C=NC2=C1C3=CC=CC=C3N=C2N. Cell line: OVCAR-4. Synergy scores: CSS=0.0685, Synergy_ZIP=-0.480, Synergy_Bliss=-4.95, Synergy_Loewe=-6.54, Synergy_HSA=-6.60.